This data is from NCI-60 drug combinations with 297,098 pairs across 59 cell lines. The task is: Regression. Given two drug SMILES strings and cell line genomic features, predict the synergy score measuring deviation from expected non-interaction effect. (1) Synergy scores: CSS=62.0, Synergy_ZIP=0.806, Synergy_Bliss=2.26, Synergy_Loewe=-40.9, Synergy_HSA=1.38. Cell line: ACHN. Drug 1: COC1=CC(=CC(=C1O)OC)C2C3C(COC3=O)C(C4=CC5=C(C=C24)OCO5)OC6C(C(C7C(O6)COC(O7)C8=CC=CS8)O)O. Drug 2: C1CC(=O)NC(=O)C1N2C(=O)C3=CC=CC=C3C2=O. (2) Drug 2: CCC1(CC2CC(C3=C(CCN(C2)C1)C4=CC=CC=C4N3)(C5=C(C=C6C(=C5)C78CCN9C7C(C=CC9)(C(C(C8N6C)(C(=O)OC)O)OC(=O)C)CC)OC)C(=O)OC)O.OS(=O)(=O)O. Synergy scores: CSS=62.8, Synergy_ZIP=0.522, Synergy_Bliss=3.71, Synergy_Loewe=4.79, Synergy_HSA=5.92. Drug 1: COC1=C(C=C2C(=C1)N=CN=C2NC3=CC(=C(C=C3)F)Cl)OCCCN4CCOCC4. Cell line: OVCAR-5. (3) Drug 1: C1CN(CCN1C(=O)CCBr)C(=O)CCBr. Drug 2: C(CCl)NC(=O)N(CCCl)N=O. Cell line: RXF 393. Synergy scores: CSS=2.77, Synergy_ZIP=-2.55, Synergy_Bliss=-2.78, Synergy_Loewe=-3.69, Synergy_HSA=-3.20. (4) Drug 1: CC1=C(C=C(C=C1)C(=O)NC2=CC(=CC(=C2)C(F)(F)F)N3C=C(N=C3)C)NC4=NC=CC(=N4)C5=CN=CC=C5. Drug 2: C1CC(=O)NC(=O)C1N2C(=O)C3=CC=CC=C3C2=O. Cell line: M14. Synergy scores: CSS=-12.5, Synergy_ZIP=11.5, Synergy_Bliss=10.2, Synergy_Loewe=-8.20, Synergy_HSA=-6.78.